Dataset: Peptide-MHC class I binding affinity with 185,985 pairs from IEDB/IMGT. Task: Regression. Given a peptide amino acid sequence and an MHC pseudo amino acid sequence, predict their binding affinity value. This is MHC class I binding data. (1) The MHC is HLA-B27:05 with pseudo-sequence HLA-B27:05. The peptide sequence is AISDPCMGL. The binding affinity (normalized) is 0.0847. (2) The peptide sequence is GIRGFPRCR. The MHC is HLA-A03:01 with pseudo-sequence HLA-A03:01. The binding affinity (normalized) is 0.356. (3) The peptide sequence is GFAIPIILK. The MHC is HLA-B46:01 with pseudo-sequence HLA-B46:01. The binding affinity (normalized) is 0.0847. (4) The peptide sequence is RDALGRTAL. The MHC is HLA-A30:01 with pseudo-sequence HLA-A30:01. The binding affinity (normalized) is 0.161. (5) The peptide sequence is NHINVELSK. The MHC is HLA-B38:01 with pseudo-sequence HLA-B38:01. The binding affinity (normalized) is 0.361. (6) The peptide sequence is RHDITGFIL. The MHC is HLA-B39:01 with pseudo-sequence HLA-B39:01. The binding affinity (normalized) is 0.707. (7) The peptide sequence is MMMNWSPTTA. The MHC is HLA-A02:02 with pseudo-sequence HLA-A02:02. The binding affinity (normalized) is 0.755.